From a dataset of Full USPTO retrosynthesis dataset with 1.9M reactions from patents (1976-2016). Predict the reactants needed to synthesize the given product. Given the product [C:1]([NH:4][C:5]1[C:12]([CH3:13])=[CH:11][C:8]([CH2:9][NH2:10])=[CH:7][C:6]=1[Cl:14])(=[O:3])[CH3:2], predict the reactants needed to synthesize it. The reactants are: [C:1]([NH:4][C:5]1[C:12]([CH3:13])=[CH:11][C:8]([C:9]#[N:10])=[CH:7][C:6]=1[Cl:14])(=[O:3])[CH3:2].NC1C(C)=CC(CN)=CC=1Cl.[H-].[H-].[H-].[H-].[Li+].[Al+3].